This data is from Full USPTO retrosynthesis dataset with 1.9M reactions from patents (1976-2016). The task is: Predict the reactants needed to synthesize the given product. (1) Given the product [F:11][C:4]([F:3])([F:10])[C:5](=[O:7])[CH2:13][C:12]([C:15]1[CH:25]=[C:24]([CH3:26])[C:18]2[O:19][CH2:20][C:21](=[O:23])[NH:22][C:17]=2[CH:16]=1)=[O:14], predict the reactants needed to synthesize it. The reactants are: [H-].[Na+].[F:3][C:4]([F:11])([F:10])[C:5]([O:7]CC)=O.[C:12]([C:15]1[CH:25]=[C:24]([CH3:26])[C:18]2[O:19][CH2:20][C:21](=[O:23])[NH:22][C:17]=2[CH:16]=1)(=[O:14])[CH3:13].Cl. (2) Given the product [O:26]1[C:25]2[CH:24]=[CH:23][C:21]([NH:22][C:2]3[N:3]=[C:4]([NH:9][C:10]4[CH:15]=[CH:14][C:13]([Cl:16])=[CH:12][CH:11]=4)[N:5]=[C:6]([Cl:8])[N:7]=3)=[CH:20][C:19]=2[O:18][CH2:17]1, predict the reactants needed to synthesize it. The reactants are: Cl[C:2]1[N:7]=[C:6]([Cl:8])[N:5]=[C:4]([NH:9][C:10]2[CH:15]=[CH:14][C:13]([Cl:16])=[CH:12][CH:11]=2)[N:3]=1.[CH2:17]1[O:26][C:25]2[CH:24]=[CH:23][C:21]([NH2:22])=[CH:20][C:19]=2[O:18]1. (3) Given the product [CH3:20][O:19][C:14]1[CH:15]=[CH:16][CH:17]=[C:18]2[C:13]=1[CH:12]=[C:11]([NH:21][C:22]1[CH:26]=[C:25]([CH3:27])[NH:24][N:23]=1)[N:10]=[C:9]2[O:7][C:1]1[CH:6]=[CH:5][CH:4]=[CH:3][CH:2]=1, predict the reactants needed to synthesize it. The reactants are: [C:1]1([OH:7])[CH:6]=[CH:5][CH:4]=[CH:3][CH:2]=1.Cl[C:9]1[C:18]2[C:13](=[C:14]([O:19][CH3:20])[CH:15]=[CH:16][CH:17]=2)[CH:12]=[C:11]([NH:21][C:22]2[CH:26]=[C:25]([CH3:27])[NH:24][N:23]=2)[N:10]=1. (4) Given the product [F:78][C:77]([F:80])([F:79])[C:76]1[C:70]2[O:69][C:68]([S:67][CH2:26][CH2:27][N:28]3[CH2:29][CH2:30][N:31]([CH2:34][C:35]([NH:37][C:38]4[C:39]([N:51]5[CH2:56][CH2:55][O:54][CH2:53][CH2:52]5)=[N:40][C:41]([CH3:50])=[CH:42][C:43]=4[N:44]4[CH2:45][CH2:46][O:47][CH2:48][CH2:49]4)=[O:36])[CH2:32][CH2:33]3)=[N:72][C:71]=2[CH:73]=[CH:74][CH:75]=1, predict the reactants needed to synthesize it. The reactants are: OCCN1CCN(CC(NC2C(SC)=NC(C)=CC=2SC)=O)CC1.O[CH2:26][CH2:27][N:28]1[CH2:33][CH2:32][N:31]([CH2:34][C:35]([NH:37][C:38]2[C:39]([N:51]3[CH2:56][CH2:55][O:54][CH2:53][CH2:52]3)=[N:40][C:41]([CH3:50])=[CH:42][C:43]=2[N:44]2[CH2:49][CH2:48][O:47][CH2:46][CH2:45]2)=[O:36])[CH2:30][CH2:29]1.SC1NC2C=CC=CC=2N=1.[SH:67][C:68]1[O:69][C:70]2[C:76]([C:77]([F:80])([F:79])[F:78])=[CH:75][CH:74]=[CH:73][C:71]=2[N:72]=1. (5) Given the product [Br:1][C:2]1[CH:7]=[CH:6][CH:5]=[CH:4][C:3]=1[S:8]([CH2:16][C:17]([N:19]([CH2:22][CH3:23])[CH2:20][CH3:21])=[O:18])(=[O:10])=[O:9], predict the reactants needed to synthesize it. The reactants are: [Br:1][C:2]1[CH:7]=[CH:6][CH:5]=[CH:4][C:3]=1[S:8](CC(N)=O)(=[O:10])=[O:9].Cl[CH2:16][C:17]([N:19]([CH2:22][CH3:23])[CH2:20][CH3:21])=[O:18]. (6) The reactants are: [N+:1]([C:4]1[CH:9]=[CH:8][N:7]2[CH:10]=[C:11]([C:13]([O:15][CH2:16][CH3:17])=[O:14])[N:12]=[C:6]2[CH:5]=1)([O-])=O. Given the product [NH2:1][C:4]1[CH:9]=[CH:8][N:7]2[CH:10]=[C:11]([C:13]([O:15][CH2:16][CH3:17])=[O:14])[N:12]=[C:6]2[CH:5]=1, predict the reactants needed to synthesize it. (7) Given the product [CH3:1][N:2]1[CH2:15][CH2:14][C:5]2[N:6](/[CH:17]=[CH:18]/[C:19]3[CH:24]=[CH:23][CH:22]=[CH:21][CH:20]=3)[C:7]3[CH:8]=[CH:9][C:10]([CH3:13])=[CH:11][C:12]=3[C:4]=2[CH2:3]1, predict the reactants needed to synthesize it. The reactants are: [CH3:1][N:2]1[CH2:15][CH2:14][C:5]2[NH:6][C:7]3[CH:8]=[CH:9][C:10]([CH3:13])=[CH:11][C:12]=3[C:4]=2[CH2:3]1.Br[CH:17]=[CH:18][C:19]1[CH:24]=[CH:23][CH:22]=[CH:21][CH:20]=1.N1CCC[C@H]1C(O)=O.P([O-])([O-])([O-])=O.[K+].[K+].[K+]. (8) Given the product [CH3:19][O:18][C:16](=[O:17])[C@@H:8]([CH2:7][CH:1]1[CH2:6][CH2:5][CH2:4][CH2:3][CH2:2]1)[CH2:9][CH2:10][NH:30][C@@H:31]1[C@@H:32]([O:48][CH3:49])[CH2:33][C:34]2[C:39](=[CH:38][C:37]([C:45](=[O:46])[NH2:47])=[CH:36][CH:35]=2)[C:40]1([CH2:43][CH3:44])[CH2:41][CH3:42], predict the reactants needed to synthesize it. The reactants are: [CH:1]1([CH2:7][CH:8]([C:16]([O:18][CH3:19])=[O:17])[CH2:9][C@@H:10](O)S([O-])(=O)=O)[CH2:6][CH2:5][CH2:4][CH2:3][CH2:2]1.[Na+].CC1CCCO1.[OH-].[Na+].Cl.[NH2:30][C@H:31]1[C:40]([CH2:43][CH3:44])([CH2:41][CH3:42])[C:39]2[CH:38]=[C:37]([C:45]([NH2:47])=[O:46])[CH:36]=[CH:35][C:34]=2[CH2:33][C@@H:32]1[O:48][CH3:49].C(O[BH-](OC(=O)C)OC(=O)C)(=O)C.[Na+]. (9) Given the product [OH:50][C:45]1[CH:46]=[CH:47][CH:48]=[CH:49][C:44]=1[C:35]1[N:34]=[C:33]([N:10]2[CH2:11][CH2:12][N:7]([C:5]([CH:4]([O:13][C:14](=[O:30])[CH2:15][N:16]([C:18](=[O:29])[CH2:19][N:20]([C:22]([O:24][C:25]([CH3:26])([CH3:28])[CH3:27])=[O:23])[CH3:21])[CH3:17])[CH2:3][CH:2]([CH3:31])[CH3:1])=[O:6])[CH2:8][CH2:9]2)[C:42]2[C:37](=[CH:38][C:39]([CH3:43])=[CH:40][CH:41]=2)[N:36]=1, predict the reactants needed to synthesize it. The reactants are: [CH3:1][CH:2]([CH3:31])[CH2:3][CH:4]([O:13][C:14](=[O:30])[CH2:15][N:16]([C:18](=[O:29])[CH2:19][N:20]([C:22]([O:24][C:25]([CH3:28])([CH3:27])[CH3:26])=[O:23])[CH3:21])[CH3:17])[C:5]([N:7]1[CH2:12][CH2:11][NH:10][CH2:9][CH2:8]1)=[O:6].Cl[C:33]1[C:42]2[C:37](=[CH:38][C:39]([CH3:43])=[CH:40][CH:41]=2)[N:36]=[C:35]([C:44]2[CH:49]=[CH:48][CH:47]=[CH:46][C:45]=2[OH:50])[N:34]=1.C(N(CC)CC)C. (10) The reactants are: [C:1]([O:5][C:6]([NH:8][S:9]([CH3:12])(=[O:11])=[O:10])=[O:7])([CH3:4])([CH3:3])[CH3:2].Cl[CH2:14][C:15]1[O:16][C:17]2[CH:23]=[CH:22][C:21]([C:24]3[C:32]4[C:27](=[CH:28][C:29]([F:33])=[CH:30][CH:31]=4)[N:26]([S:34]([C:37]4[CH:42]=[CH:41][CH:40]=[CH:39][CH:38]=4)(=[O:36])=[O:35])[CH:25]=3)=[CH:20][C:18]=2[N:19]=1.C([O-])([O-])=O.[K+].[K+]. Given the product [C:1]([O:5][C:6](=[O:7])[N:8]([CH2:14][C:15]1[O:16][C:17]2[CH:23]=[CH:22][C:21]([C:24]3[C:32]4[C:27](=[CH:28][C:29]([F:33])=[CH:30][CH:31]=4)[N:26]([S:34]([C:37]4[CH:38]=[CH:39][CH:40]=[CH:41][CH:42]=4)(=[O:36])=[O:35])[CH:25]=3)=[CH:20][C:18]=2[N:19]=1)[S:9]([CH3:12])(=[O:11])=[O:10])([CH3:4])([CH3:3])[CH3:2], predict the reactants needed to synthesize it.